The task is: Predict which catalyst facilitates the given reaction.. This data is from Catalyst prediction with 721,799 reactions and 888 catalyst types from USPTO. Reactant: [CH3:1]/[C:2](/[CH2:7][CH2:8]/[CH:9]=[C:10](\[CH3:17])/[CH2:11][CH2:12][CH:13]=[C:14]([CH3:16])[CH3:15])=[CH:3]\[CH2:4][CH:5]=[CH2:6].[CH3:18][O:19][C:20](=[O:30])[CH2:21][CH2:22][CH2:23][CH2:24][CH2:25][CH2:26][CH2:27]C=C.OCP(CO)CO.C(O)(C)C. Product: [CH3:1]/[C:2](/[CH2:7][CH2:8]/[CH:9]=[C:10](\[CH3:17])/[CH2:11][CH2:12][CH:13]=[C:14]([CH3:16])[CH3:15])=[CH:3]\[CH2:4]/[CH:5]=[CH:6]/[CH2:27][CH2:26][CH2:25][CH2:24][CH2:23][CH2:22][CH2:21][C:20]([O:19][CH3:18])=[O:30]. The catalyst class is: 69.